From a dataset of Catalyst prediction with 721,799 reactions and 888 catalyst types from USPTO. Predict which catalyst facilitates the given reaction. (1) Reactant: [CH3:1][N:2]([C@H:25]([C:27]1[CH:32]=[CH:31][CH:30]=[CH:29][CH:28]=1)[CH3:26])[C:3]1[C:4](OS(C(F)(F)F)(=O)=O)=[N:5][C:6]2[C:11]([N:12]=1)=[CH:10][C:9]([C:13]([O:15][CH3:16])=[O:14])=[CH:8][CH:7]=2.CC1(C)C(C)(C)OB([C:41]2[CH:42]=[C:43]3[C:47](=[CH:48][CH:49]=2)[N:46](C(OC(C)(C)C)=O)[N:45]=[CH:44]3)O1.C([O-])([O-])=O.[K+].[K+].O. Product: [NH:46]1[C:47]2[C:43](=[CH:42][C:41]([C:4]3[C:3]([N:2]([CH3:1])[C@H:25]([C:27]4[CH:32]=[CH:31][CH:30]=[CH:29][CH:28]=4)[CH3:26])=[N:12][C:11]4[C:6](=[CH:7][CH:8]=[C:9]([C:13]([O:15][CH3:16])=[O:14])[CH:10]=4)[N:5]=3)=[CH:49][CH:48]=2)[CH:44]=[N:45]1. The catalyst class is: 104. (2) Reactant: [NH2:1][N:2]1[C:11](=[O:12])[C:10]2[C:5](=[C:6]([O:15][CH3:16])[C:7](F)=[C:8]([F:13])[CH:9]=2)[N:4]([CH:17]2[CH2:19][CH2:18]2)[C:3]1=[O:20].[C:21]([O:25][C:26](=[O:36])[NH:27][CH:28]1[CH:35]2[CH:31]([CH2:32][NH:33][CH2:34]2)[CH2:30][CH2:29]1)([CH3:24])([CH3:23])[CH3:22].O. Product: [C:21]([O:25][C:26](=[O:36])[NH:27][CH:28]1[CH:35]2[CH:31]([CH2:32][N:33]([C:7]3[C:6]([O:15][CH3:16])=[C:5]4[C:10]([C:11](=[O:12])[N:2]([NH2:1])[C:3](=[O:20])[N:4]4[CH:17]4[CH2:19][CH2:18]4)=[CH:9][C:8]=3[F:13])[CH2:34]2)[CH2:30][CH2:29]1)([CH3:24])([CH3:22])[CH3:23]. The catalyst class is: 16. (3) Reactant: O=C=[N:3]C1CC(C)(C)CC(C)(CN=C=O)C1.[C:17]([O:21][CH2:22][C:23](CO)(COC(=O)C=C)COC(=O)C=C)(=[O:20])[CH:18]=[CH2:19].COC1C=CC(O)=CC=1.C([O-])(=O)CCCCCCCCCCC.C([O-])(=O)CCCCCCCCCCC.C([Sn+2]CCCC)CCC. Product: [C:17]([OH:21])(=[O:20])[CH:18]=[CH2:19].[NH2:3][C:17]([O:21][CH2:22][CH3:23])=[O:20]. The catalyst class is: 311. (4) Reactant: [Br:1][C:2]1[CH:3]=[C:4]2[NH:10][C:9]([CH3:11])=[N:8][C:5]2=[N:6][CH:7]=1.[H-].[Na+].[CH3:14][Si:15]([CH3:22])([CH3:21])[CH2:16][CH2:17][O:18][CH2:19]Cl. Product: [Br:1][C:2]1[CH:3]=[C:4]2[N:10]([CH2:19][O:18][CH2:17][CH2:16][Si:15]([CH3:22])([CH3:21])[CH3:14])[C:9]([CH3:11])=[N:8][C:5]2=[N:6][CH:7]=1. The catalyst class is: 348. (5) Reactant: [Br:1][C:2]1[CH:7]=[CH:6][C:5]([C:8]2([NH2:16])[CH2:11][C:10]3([O:15][CH2:14][CH2:13][O:12]3)[CH2:9]2)=[CH:4][CH:3]=1.[O:17]=[C:18]1[C:26]2[C:21](=[CH:22][CH:23]=[CH:24][CH:25]=2)[C:20](=[O:27])N1C(OCC)=O. Product: [Br:1][C:2]1[CH:7]=[CH:6][C:5]([C:8]2([N:16]3[C:18](=[O:17])[C:26]4[C:21](=[CH:22][CH:23]=[CH:24][CH:25]=4)[C:20]3=[O:27])[CH2:11][C:10]3([O:12][CH2:13][CH2:14][O:15]3)[CH2:9]2)=[CH:4][CH:3]=1. The catalyst class is: 22. (6) Reactant: [CH3:1][CH:2]1[CH2:6][C:5]2[C:7]([CH3:26])=[C:8]([N:13]3[CH2:18][CH2:17][N:16](C(OC(C)(C)C)=O)[CH2:15][CH2:14]3)[C:9]([CH3:12])=[C:10]([CH3:11])[C:4]=2[O:3]1.Cl.[OH-].[Na+]. Product: [CH3:1][CH:2]1[CH2:6][C:5]2[C:7]([CH3:26])=[C:8]([N:13]3[CH2:14][CH2:15][NH:16][CH2:17][CH2:18]3)[C:9]([CH3:12])=[C:10]([CH3:11])[C:4]=2[O:3]1. The catalyst class is: 13. (7) Reactant: [Br:1][C:2]1[C:11]2[CH2:10][CH2:9][CH2:8][CH:7]([NH2:12])[C:6]=2[CH:5]=[N:4][CH:3]=1.[C:13](O)(=[O:16])[CH2:14][CH3:15].CCN=C=NCCCN(C)C.OP([O-])(O)=O.[K+]. Product: [Br:1][C:2]1[C:11]2[CH2:10][CH2:9][CH2:8][CH:7]([NH:12][C:13](=[O:16])[CH2:14][CH3:15])[C:6]=2[CH:5]=[N:4][CH:3]=1. The catalyst class is: 2.